This data is from Forward reaction prediction with 1.9M reactions from USPTO patents (1976-2016). The task is: Predict the product of the given reaction. (1) Given the reactants [C:1]([C:5]1[CH:10]=[CH:9][CH:8]=[C:7]([C:11]([CH3:14])([CH3:13])[CH3:12])[C:6]=1[OH:15])([CH3:4])([CH3:3])[CH3:2].[OH:16]O, predict the reaction product. The product is: [C:11]([C:7]1[C:6](=[O:15])[C:5]([C:1]([CH3:4])([CH3:3])[CH3:2])=[CH:10][C:9](=[O:16])[CH:8]=1)([CH3:14])([CH3:13])[CH3:12]. (2) Given the reactants [F:1][C:2]1[CH:7]=[CH:6][CH:5]=[C:4]([F:8])[C:3]=1[NH:9][C:10]([C:12]1[CH:16]=[CH:15][N:14]([CH2:17][C:18]2[CH:23]=[CH:22][CH:21]=[CH:20][C:19]=2[OH:24])[N:13]=1)=[O:11].C(=O)([O-])[O-].[K+].[K+].Br[CH2:32][CH:33]1[CH2:36][CH2:35][CH2:34]1, predict the reaction product. The product is: [CH:33]1([CH2:32][O:24][C:19]2[CH:20]=[CH:21][CH:22]=[CH:23][C:18]=2[CH2:17][N:14]2[CH:15]=[CH:16][C:12]([C:10]([NH:9][C:3]3[C:2]([F:1])=[CH:7][CH:6]=[CH:5][C:4]=3[F:8])=[O:11])=[N:13]2)[CH2:36][CH2:35][CH2:34]1. (3) The product is: [CH:49]1([NH:54][C:30](=[O:31])[C:29]2[CH:33]=[CH:34][C:35]([CH3:36])=[C:27]([C:10]3[C:11]4[CH:17]=[CH:16][C:15](=[O:18])[N:14]([C:19]5[C:24]([F:25])=[CH:23][CH:22]=[CH:21][C:20]=5[F:26])[C:12]=4[N:13]=[C:8]([NH:7][CH2:6][CH2:5][CH2:4][N:3]([CH2:37][CH3:38])[CH2:1][CH3:2])[N:9]=3)[CH:28]=2)[CH2:50][CH2:51][CH2:52][CH2:53]1. Given the reactants [CH2:1]([N:3]([CH2:37][CH3:38])[CH2:4][CH2:5][CH2:6][NH:7][C:8]1[N:9]=[C:10]([C:27]2[CH:28]=[C:29]([CH:33]=[CH:34][C:35]=2[CH3:36])[C:30](O)=[O:31])[C:11]2[CH:17]=[CH:16][C:15](=[O:18])[N:14]([C:19]3[C:24]([F:25])=[CH:23][CH:22]=[CH:21][C:20]=3[F:26])[C:12]=2[N:13]=1)[CH3:2].CN(C(ON1N=[N:54][C:49]2[CH:50]=[CH:51][CH:52]=[CH:53]C1=2)=[N+](C)C)C.F[P-](F)(F)(F)(F)F.C1(N)CCCC1, predict the reaction product. (4) The product is: [C:7]([C:9]1[CH:14]=[CH:13][C:12]([CH:15]([CH:20]2[CH2:24][CH2:23][CH2:22][CH2:21]2)[C:16]([O:18][CH3:19])=[O:17])=[CH:11][CH:10]=1)#[N:8]. Given the reactants CC(C)([O-])C.[K+].[C:7]([C:9]1[CH:14]=[CH:13][C:12]([CH2:15][C:16]([O:18][CH3:19])=[O:17])=[CH:11][CH:10]=1)#[N:8].[CH:20]1(Br)[CH2:24][CH2:23][CH2:22][CH2:21]1.O, predict the reaction product. (5) Given the reactants [O:1]=[C:2]1[C:7]([C:8]2[NH:9][C:10]3[CH:16]=[C:15]([C:17]([OH:19])=O)[CH:14]=[CH:13][C:11]=3[N:12]=2)=[CH:6][C:5]([C:20]2[CH:25]=[CH:24][N:23]=[CH:22][CH:21]=2)=[N:4][NH:3]1.C(N(CC)CC)C.F[P-](F)(F)(F)(F)F.N1(OC(N(C)C)=[N+](C)C)C2N=CC=CC=2N=N1.[CH2:57]([N:59]([CH2:62][CH2:63][NH2:64])[CH2:60][CH3:61])[CH3:58], predict the reaction product. The product is: [CH2:57]([N:59]([CH2:60][CH3:61])[CH2:62][CH2:63][NH:64][C:17]([C:15]1[CH:14]=[CH:13][C:11]2[NH:12][C:8]([C:7]3[C:2](=[O:1])[NH:3][N:4]=[C:5]([C:20]4[CH:21]=[CH:22][N:23]=[CH:24][CH:25]=4)[CH:6]=3)=[N:9][C:10]=2[CH:16]=1)=[O:19])[CH3:58].